Dataset: Forward reaction prediction with 1.9M reactions from USPTO patents (1976-2016). Task: Predict the product of the given reaction. Given the reactants [Cl:1][C:2]1[CH:7]=[CH:6][C:5]([OH:8])=[CH:4][N:3]=1.C(=O)([O-])[O-].[Cs+].[Cs+].[CH2:15](Br)[C:16]1[CH:21]=[CH:20][CH:19]=[CH:18][CH:17]=1, predict the reaction product. The product is: [CH2:15]([O:8][C:5]1[CH:6]=[CH:7][C:2]([Cl:1])=[N:3][CH:4]=1)[C:16]1[CH:21]=[CH:20][CH:19]=[CH:18][CH:17]=1.